This data is from Full USPTO retrosynthesis dataset with 1.9M reactions from patents (1976-2016). The task is: Predict the reactants needed to synthesize the given product. (1) Given the product [F:1][C:2]1[CH:3]=[C:4]2[C:9](=[CH:10][CH:11]=1)[N:8]=[C:7]([O:12][CH3:13])[C:6]([NH:14][C:15]([N:30]1[CH2:29][CH2:28][N:27]([C:22]3[CH:23]=[CH:24][CH:25]=[CH:26][C:21]=3[F:20])[CH2:32][CH2:31]1)=[O:19])=[N:5]2, predict the reactants needed to synthesize it. The reactants are: [F:1][C:2]1[CH:3]=[C:4]2[C:9](=[CH:10][CH:11]=1)[N:8]=[C:7]([O:12][CH3:13])[C:6]([NH:14][C:15](=[O:19])OCC)=[N:5]2.[F:20][C:21]1[CH:26]=[CH:25][CH:24]=[CH:23][C:22]=1[N:27]1[CH2:32][CH2:31][NH:30][CH2:29][CH2:28]1. (2) Given the product [Br:18][C:15]1[CH:16]=[CH:17][C:12]([NH:11][C:10]2[N:9]3[CH:20]=[N:21][CH:22]=[C:8]3[CH:7]=[N:6][C:5]=2[C:3]([NH:29][O:28][CH2:27][CH2:26][O:25][CH:23]=[CH2:24])=[O:4])=[C:13]([F:19])[CH:14]=1, predict the reactants needed to synthesize it. The reactants are: CO[C:3]([C:5]1[N:6]=[CH:7][C:8]2[N:9]([CH:20]=[N:21][CH:22]=2)[C:10]=1[NH:11][C:12]1[CH:17]=[CH:16][C:15]([Br:18])=[CH:14][C:13]=1[F:19])=[O:4].[CH:23]([O:25][CH2:26][CH2:27][O:28][NH2:29])=[CH2:24].C[Si](C)(C)[N-][Si](C)(C)C.[Li+]. (3) Given the product [NH2:1][C:2]1[N:3]=[C:4]([NH:18][C:19]2[CH:24]=[CH:23][C:22]([N:25]3[CH2:26][CH2:27][NH:28][CH2:29][CH2:30]3)=[CH:21][CH:20]=2)[S:5][C:6]=1[C:7]([C:9]1[C:10]([Cl:17])=[CH:11][C:12]([Cl:16])=[CH:13][C:14]=1[Cl:15])=[O:8], predict the reactants needed to synthesize it. The reactants are: [NH2:1][C:2]1[N:3]=[C:4]([NH:18][C:19]2[CH:24]=[CH:23][C:22]([N:25]3[CH2:30][CH2:29][N:28](C(OC(C)(C)C)=O)[CH2:27][CH2:26]3)=[CH:21][CH:20]=2)[S:5][C:6]=1[C:7]([C:9]1[C:14]([Cl:15])=[CH:13][C:12]([Cl:16])=[CH:11][C:10]=1[Cl:17])=[O:8].O.C([O-])(O)=O.[Na+].CO.C(Cl)(Cl)Cl. (4) Given the product [Cl:1][C:2]1[CH:7]=[CH:6][C:5]([S:8]([CH:11]([C:17]2[CH:22]=[C:21]([F:23])[CH:20]=[CH:19][C:18]=2[F:24])[CH2:12][CH2:13][CH2:14][CH2:15][F:37])(=[O:10])=[O:9])=[CH:4][CH:3]=1, predict the reactants needed to synthesize it. The reactants are: [Cl:1][C:2]1[CH:7]=[CH:6][C:5]([S:8]([CH:11]([C:17]2[CH:22]=[C:21]([F:23])[CH:20]=[CH:19][C:18]=2[F:24])[CH2:12][CH2:13][CH2:14][CH2:15]O)(=[O:10])=[O:9])=[CH:4][CH:3]=1.CN1CCOCC1.CS(Cl)(=O)=O.[F-:37].C([N+](CCCC)(CCCC)CCCC)CCC.